This data is from Catalyst prediction with 721,799 reactions and 888 catalyst types from USPTO. The task is: Predict which catalyst facilitates the given reaction. (1) Reactant: N1C(C)=CC=CC=1C.[Cl:9][C:10]1[CH:15]=[CH:14][C:13]([C:16]2[CH:21]=[CH:20][CH:19]=[CH:18][C:17]=2[C@H:22]([OH:40])[CH:23]2[CH2:28][CH2:27][N:26]([C:29]3[CH:39]=[CH:38][C:32]([C:33]([O:35][CH2:36][CH3:37])=[O:34])=[CH:31][CH:30]=3)[CH2:25][CH2:24]2)=[CH:12][CH:11]=1.FC(F)(F)S(O[Si:47]([C:50]([CH3:53])([CH3:52])[CH3:51])([CH3:49])[CH3:48])(=O)=O. Product: [Si:47]([O:40][C@@H:22]([C:17]1[CH:18]=[CH:19][CH:20]=[CH:21][C:16]=1[C:13]1[CH:12]=[CH:11][C:10]([Cl:9])=[CH:15][CH:14]=1)[CH:23]1[CH2:28][CH2:27][N:26]([C:29]2[CH:30]=[CH:31][C:32]([C:33]([O:35][CH2:36][CH3:37])=[O:34])=[CH:38][CH:39]=2)[CH2:25][CH2:24]1)([C:50]([CH3:53])([CH3:52])[CH3:51])([CH3:49])[CH3:48]. The catalyst class is: 2. (2) Reactant: Br[C:2]1[C:7]([NH2:8])=[C:6]([CH:9]([O:12][CH3:13])[O:10][CH3:11])[C:5]([F:14])=[CH:4][N:3]=1.[CH:15]1(B(O)O)[CH2:17][CH2:16]1.C1(P(C2CCCCC2)C2CCCCC2)CCCCC1.P([O-])([O-])([O-])=O.[K+].[K+].[K+]. Product: [CH:15]1([C:2]2[C:7]([NH2:8])=[C:6]([CH:9]([O:12][CH3:13])[O:10][CH3:11])[C:5]([F:14])=[CH:4][N:3]=2)[CH2:17][CH2:16]1. The catalyst class is: 493. (3) Reactant: [Cl:1][C:2]1[CH:7]=[CH:6][C:5]([NH:8][C:9]2[CH:14]=[CH:13][CH:12]=[CH:11][C:10]=2[C:15](O)([CH3:17])[CH3:16])=[CH:4][CH:3]=1.CS(O)(=O)=O. Product: [Cl:1][C:2]1[CH:7]=[CH:6][C:5]2[NH:8][C:9]3[C:10](=[CH:11][CH:12]=[CH:13][CH:14]=3)[C:15]([CH3:17])([CH3:16])[C:4]=2[CH:3]=1. The catalyst class is: 11. (4) Reactant: [N+:1]([C:4]1[CH:12]=[CH:11][CH:10]=[C:9]2[C:5]=1[C:6](=[O:28])[N:7]([CH:14]([C:17]1[CH:22]=[CH:21][C:20]([O:23][CH3:24])=[C:19]([O:25][CH2:26][CH3:27])[CH:18]=1)[C:15]#[N:16])[C:8]2=[O:13])([O-])=O. Product: [NH2:1][C:4]1[CH:12]=[CH:11][CH:10]=[C:9]2[C:5]=1[C:6](=[O:28])[N:7]([CH:14]([C:17]1[CH:22]=[CH:21][C:20]([O:23][CH3:24])=[C:19]([O:25][CH2:26][CH3:27])[CH:18]=1)[C:15]#[N:16])[C:8]2=[O:13]. The catalyst class is: 19. (5) Reactant: C(OC([NH:8][CH2:9][C:10]([O:12][C:13]1([CH2:16][CH2:17][O:18][C:19]2[CH:28]=[C:27]3[C:22]([C:23]([O:29][C:30]4[CH:35]=[CH:34][C:33]([NH:36][C:37]([C:39]5[C:40](=[O:52])[N:41]([C:46]6[CH:51]=[CH:50][CH:49]=[CH:48][CH:47]=6)[N:42]([CH3:45])[C:43]=5[CH3:44])=[O:38])=[CH:32][C:31]=4[F:53])=[CH:24][CH:25]=[N:26]3)=[CH:21][CH:20]=2)[CH2:15][CH2:14]1)=[O:11])=O)(C)(C)C.[ClH:54]. Product: [ClH:54].[NH2:8][CH2:9][C:10]([O:12][C:13]1([CH2:16][CH2:17][O:18][C:19]2[CH:28]=[C:27]3[C:22]([C:23]([O:29][C:30]4[CH:35]=[CH:34][C:33]([NH:36][C:37]([C:39]5[C:40](=[O:52])[N:41]([C:46]6[CH:47]=[CH:48][CH:49]=[CH:50][CH:51]=6)[N:42]([CH3:45])[C:43]=5[CH3:44])=[O:38])=[CH:32][C:31]=4[F:53])=[CH:24][CH:25]=[N:26]3)=[CH:21][CH:20]=2)[CH2:15][CH2:14]1)=[O:11]. The catalyst class is: 13. (6) Reactant: [F:1][C:2]([F:29])([F:28])[C:3]1[CH:27]=[CH:26][C:6]([CH2:7][NH:8][CH2:9][C:10]2[CH:25]=[CH:24][C:13]([C:14]([O:16][CH2:17][C:18]3[CH:23]=[CH:22][CH:21]=[CH:20][CH:19]=3)=[O:15])=[CH:12][CH:11]=2)=[CH:5][CH:4]=1.C(N(CC)CC)C.[C:37](O[C:37]([O:39][C:40]([CH3:43])([CH3:42])[CH3:41])=[O:38])([O:39][C:40]([CH3:43])([CH3:42])[CH3:41])=[O:38].O. Product: [C:40]([O:39][C:37]([N:8]([CH2:9][C:10]1[CH:25]=[CH:24][C:13]([C:14]([O:16][CH2:17][C:18]2[CH:23]=[CH:22][CH:21]=[CH:20][CH:19]=2)=[O:15])=[CH:12][CH:11]=1)[CH2:7][C:6]1[CH:26]=[CH:27][C:3]([C:2]([F:28])([F:29])[F:1])=[CH:4][CH:5]=1)=[O:38])([CH3:43])([CH3:42])[CH3:41]. The catalyst class is: 2.